Task: Predict hERG channel inhibition at various concentrations.. Dataset: hERG Central: cardiac toxicity at 1µM, 10µM, and general inhibition The drug is COc1ccc(N2CCN(CC(O)COC(c3ccc(F)cc3)c3ccc(F)cc3)CC2)cc1.O=C(O)C(=O)O. Results: hERG_inhib (hERG inhibition (general)): blocker.